This data is from CYP2C19 inhibition data for predicting drug metabolism from PubChem BioAssay. The task is: Regression/Classification. Given a drug SMILES string, predict its absorption, distribution, metabolism, or excretion properties. Task type varies by dataset: regression for continuous measurements (e.g., permeability, clearance, half-life) or binary classification for categorical outcomes (e.g., BBB penetration, CYP inhibition). Dataset: cyp2c19_veith. The drug is COc1cc2ccccc2cc1C(=O)Nc1ccc(S(=O)(=O)Nc2cc(C)on2)cc1. The result is 0 (non-inhibitor).